This data is from Full USPTO retrosynthesis dataset with 1.9M reactions from patents (1976-2016). The task is: Predict the reactants needed to synthesize the given product. (1) Given the product [C:8]([C:7]1[CH:10]=[C:11]([CH:21]([NH:12][CH2:13][C:14]([O:16][C:17]([CH3:20])([CH3:19])[CH3:18])=[O:15])[CH3:22])[CH:4]=[CH:5][CH:6]=1)#[N:9], predict the reactants needed to synthesize it. The reactants are: C([C:4]1[CH:11]=[CH:10][C:7]([C:8]#[N:9])=[CH:6][CH:5]=1)(=O)C.[NH2:12][CH2:13][C:14]([O:16][C:17]([CH3:20])([CH3:19])[CH3:18])=[O:15].[CH3:21][C:22](O)=O.[BH4-].[Na+]. (2) Given the product [CH:7]([C:5]1[S:6][C:2](/[CH:12]=[CH:11]/[C:10]([O:14][C:15]([CH3:18])([CH3:17])[CH3:16])=[O:13])=[CH:3][C:4]=1[CH3:9])=[O:8], predict the reactants needed to synthesize it. The reactants are: Br[C:2]1[S:6][C:5]([CH:7]=[O:8])=[C:4]([CH3:9])[CH:3]=1.[C:10]([O:14][C:15]([CH3:18])([CH3:17])[CH3:16])(=[O:13])[CH:11]=[CH2:12].C1(C)C=CC=CC=1P(C1C=CC=CC=1C)C1C=CC=CC=1C.CCN(CC)CC.